This data is from Merck oncology drug combination screen with 23,052 pairs across 39 cell lines. The task is: Regression. Given two drug SMILES strings and cell line genomic features, predict the synergy score measuring deviation from expected non-interaction effect. Drug 2: COC1CC2CCC(C)C(O)(O2)C(=O)C(=O)N2CCCCC2C(=O)OC(C(C)CC2CCC(OP(C)(C)=O)C(OC)C2)CC(=O)C(C)C=C(C)C(O)C(OC)C(=O)C(C)CC(C)C=CC=CC=C1C. Drug 1: CCC1=CC2CN(C1)Cc1c([nH]c3ccccc13)C(C(=O)OC)(c1cc3c(cc1OC)N(C)C1C(O)(C(=O)OC)C(OC(C)=O)C4(CC)C=CCN5CCC31C54)C2. Synergy scores: synergy=26.5. Cell line: NCIH1650.